This data is from TCR-epitope binding with 47,182 pairs between 192 epitopes and 23,139 TCRs. The task is: Binary Classification. Given a T-cell receptor sequence (or CDR3 region) and an epitope sequence, predict whether binding occurs between them. (1) The epitope is RLFRKSNLK. The TCR CDR3 sequence is CAGSLALRLADQETQYF. Result: 0 (the TCR does not bind to the epitope). (2) The epitope is FIAGLIAIV. The TCR CDR3 sequence is CASSLELANVYNEQFF. Result: 1 (the TCR binds to the epitope). (3) The epitope is FLNGSCGSV. The TCR CDR3 sequence is CASSQEDPAASPQPQHF. Result: 0 (the TCR does not bind to the epitope).